From a dataset of Full USPTO retrosynthesis dataset with 1.9M reactions from patents (1976-2016). Predict the reactants needed to synthesize the given product. (1) Given the product [CH2:35]([C:13]1([CH2:14][C:5]2[CH:6]=[CH:7][CH:8]=[CH:3][CH:4]=2)[CH2:20][CH2:21][CH:16]([CH2:15][CH:13]2[CH2:14][C:5]3[C:6](=[CH:7][C:8]([O:9][CH3:10])=[C:3]([O:2][CH3:1])[CH:4]=3)[C:11]2=[O:12])[CH2:17][CH2:18]1)[C:36]1[CH:41]=[CH:40][CH:39]=[CH:38][CH:37]=1, predict the reactants needed to synthesize it. The reactants are: [CH3:1][O:2][C:3]1[CH:4]=[C:5]2[CH2:14][CH:13]([CH2:15][CH:16]3[CH2:21][CH2:20]N(CC4C=CC=CC=4)[CH2:18][CH2:17]3)[C:11](=[O:12])[C:6]2=[CH:7][C:8]=1[O:9][CH3:10].C(=O)([O-])[O-].[Na+].[Na+].[CH2:35](Br)[C:36]1[CH:41]=[CH:40][CH:39]=[CH:38][CH:37]=1. (2) Given the product [F:1][C:2]1[CH:3]=[C:4]([C:9]2[CH:10]=[C:11]([CH2:20][O:21][S:22]([CH3:25])(=[O:24])=[O:23])[C:12](=[O:19])[N:13]([CH2:15][CH:16]([CH3:18])[CH3:17])[N:14]=2)[CH:5]=[CH:6][C:7]=1[F:26], predict the reactants needed to synthesize it. The reactants are: [F:1][C:2]1[CH:3]=[C:4]([C:9]2[CH:10]=[C:11]([CH2:20][O:21][S:22]([CH3:25])(=[O:24])=[O:23])[C:12](=[O:19])[N:13]([CH2:15][CH:16]([CH3:18])[CH3:17])[N:14]=2)[CH:5]=[CH:6][C:7]=1C.[F:26]C1C=C(C2C=C(CO)C(=O)N(CC(C)C)N=2)C=CC=1F. (3) Given the product [CH2:43]([N:33]1[C:34](=[O:42])[C:35]([CH3:40])([CH3:41])[C:36](=[O:39])[N:37]([CH3:38])[C:31]2[CH:30]=[C:29]([CH2:28][NH:14][CH2:15][C:16]3[CH:25]=[C:24]4[C:19]([CH2:20][CH2:21][C:22](=[O:27])[N:23]4[CH3:26])=[CH:18][CH:17]=3)[CH:46]=[CH:45][C:32]1=2)[CH3:44], predict the reactants needed to synthesize it. The reactants are: FC(F)(F)C(O)=O.C(OC(=O)[N:14]([CH2:28][C:29]1[CH:46]=[CH:45][C:32]2[N:33]([CH2:43][CH3:44])[C:34](=[O:42])[C:35]([CH3:41])([CH3:40])[C:36](=[O:39])[N:37]([CH3:38])[C:31]=2[CH:30]=1)[CH2:15][C:16]1[CH:25]=[C:24]2[C:19]([CH2:20][CH2:21][C:22](=[O:27])[N:23]2[CH3:26])=[CH:18][CH:17]=1)(C)(C)C.C(=O)(O)[O-].[Na+]. (4) The reactants are: [C:1]([CH2:4][CH2:5][CH2:6][NH:7][C:8](=[O:14])[O:9][C:10]([CH3:13])([CH3:12])[CH3:11])([OH:3])=O.[CH2:15]1[CH2:20][CH2:19][CH:18]([N:21]=C=[N:21][CH:18]2[CH2:19][CH2:20][CH2:15][CH2:16][CH2:17]2)[CH2:17][CH2:16]1.NC1C=CC=CC=1. Given the product [C:18]1([NH:21][C:1]([CH2:4][CH2:5][CH2:6][NH:7][C:8](=[O:14])[O:9][C:10]([CH3:13])([CH3:12])[CH3:11])=[O:3])[CH:19]=[CH:20][CH:15]=[CH:16][CH:17]=1, predict the reactants needed to synthesize it. (5) Given the product [OH:24][C:3]1[CH:4]=[C:5]([CH2:6][NH:7]/[CH:8]=[C:9]2\[C:10](=[O:21])[NH:11][C:12](=[O:20])[C:13]3[C:18]\2=[CH:17][C:16]([I:19])=[CH:15][CH:14]=3)[CH:22]=[CH:23][C:2]=1[NH:1][C:42](=[O:49])[C:43]1[CH:48]=[CH:47][CH:46]=[CH:45][CH:44]=1, predict the reactants needed to synthesize it. The reactants are: [NH2:1][C:2]1[CH:23]=[CH:22][C:5]([CH2:6][NH:7]/[CH:8]=[C:9]2\[C:10](=[O:21])[NH:11][C:12](=[O:20])[C:13]3[C:18]\2=[CH:17][C:16]([I:19])=[CH:15][CH:14]=3)=[CH:4][C:3]=1[O:24][Si](C(C)C)(C(C)C)C(C)C.CN1CCOCC1.[C:42](Cl)(=[O:49])[C:43]1[CH:48]=[CH:47][CH:46]=[CH:45][CH:44]=1.[F-].C([N+](CCCC)(CCCC)CCCC)CCC. (6) Given the product [F:19][C:13]([F:18])([C:14]([F:15])([F:16])[F:17])[CH2:12][CH2:11][CH2:10][S:8]([CH2:7][CH2:6][CH2:5][CH2:4][CH:3]=[O:2])=[O:9], predict the reactants needed to synthesize it. The reactants are: C[O:2][CH:3](OC)[CH2:4][CH2:5][CH2:6][CH2:7][S:8]([CH2:10][CH2:11][CH2:12][C:13]([F:19])([F:18])[C:14]([F:17])([F:16])[F:15])=[O:9].C(O)(C(F)(F)F)=O.O.CCCCCC. (7) Given the product [C:29]1([C:20]2[N:19]=[C:18]([NH:17][C:15]3[CH:14]=[CH:13][N:12]=[C:11]([NH:1][CH2:2][CH2:3][C:4]4[CH:9]=[CH:8][CH:7]=[CH:6][N:5]=4)[N:16]=3)[C:23]([C:24]([O:26][CH2:27][CH3:28])=[O:25])=[CH:22][N:21]=2)[CH:30]=[CH:31][CH:32]=[CH:33][CH:34]=1, predict the reactants needed to synthesize it. The reactants are: [NH2:1][CH2:2][CH2:3][C:4]1[CH:9]=[CH:8][CH:7]=[CH:6][N:5]=1.F[C:11]1[N:16]=[C:15]([NH:17][C:18]2[C:23]([C:24]([O:26][CH2:27][CH3:28])=[O:25])=[CH:22][N:21]=[C:20]([C:29]3[CH:34]=[CH:33][CH:32]=[CH:31][CH:30]=3)[N:19]=2)[CH:14]=[CH:13][N:12]=1.C(=O)([O-])[O-].[Cs+].[Cs+]. (8) Given the product [NH2:23][C:19]1[C:18]([F:30])=[C:17]([C:9]2[N:10]=[C:11]([C:13]([CH3:15])([CH3:14])[CH3:16])[S:12][C:8]=2[C:6]2[CH:5]=[CH:4][N:3]=[C:2]([NH2:1])[N:7]=2)[CH:22]=[CH:21][CH:20]=1, predict the reactants needed to synthesize it. The reactants are: [NH2:1][C:2]1[N:7]=[C:6]([C:8]2[S:12][C:11]([C:13]([CH3:16])([CH3:15])[CH3:14])=[N:10][C:9]=2[C:17]2[C:18]([F:30])=[C:19]([NH:23]C(=O)OCC=C)[CH:20]=[CH:21][CH:22]=2)[CH:5]=[CH:4][N:3]=1.CCCC[N+](CCCC)(CCCC)CCCC.[F-]. (9) Given the product [CH3:21][O:20][C:19]1[CH:18]=[CH:17][C:6]([CH2:7][CH:8]([C:9]([O:11][CH3:12])=[O:10])[C:13]([O:15][CH3:16])=[O:14])=[CH:5][C:4]=1[CH2:3][CH2:2][O:1][C:31]([NH:30][C:26]1[CH:27]=[CH:28][CH:29]=[C:24]([O:23][CH3:22])[CH:25]=1)=[O:32], predict the reactants needed to synthesize it. The reactants are: [OH:1][CH2:2][CH2:3][C:4]1[CH:5]=[C:6]([CH:17]=[CH:18][C:19]=1[O:20][CH3:21])[CH2:7][CH:8]([C:13]([O:15][CH3:16])=[O:14])[C:9]([O:11][CH3:12])=[O:10].[CH3:22][O:23][C:24]1[CH:25]=[C:26]([N:30]=[C:31]=[O:32])[CH:27]=[CH:28][CH:29]=1.